From a dataset of Forward reaction prediction with 1.9M reactions from USPTO patents (1976-2016). Predict the product of the given reaction. (1) Given the reactants C(OC([N:8]1[CH2:12][C@@H:11]([CH2:13][NH:14][C:15](=[O:26])[C:16]2[CH:21]=[CH:20][CH:19]=[C:18]([C:22]([O:24][CH3:25])=[O:23])[CH:17]=2)[CH2:10][C@H:9]1[C:27]([N:29]1[CH2:33][CH2:32][S:31][CH2:30]1)=[O:28])=O)(C)(C)C, predict the reaction product. The product is: [CH3:25][O:24][C:22](=[O:23])[C:18]1[CH:19]=[CH:20][CH:21]=[C:16]([C:15]([NH:14][CH2:13][C@H:11]2[CH2:10][C@@H:9]([C:27]([N:29]3[CH2:33][CH2:32][S:31][CH2:30]3)=[O:28])[NH:8][CH2:12]2)=[O:26])[CH:17]=1. (2) Given the reactants C([C@:3]1([C:16]([O-])=[O:17])[CH2:8][CH2:7][CH2:6][N:5]([C:9]([O:11][C:12]([CH3:15])([CH3:14])[CH3:13])=[O:10])[CH2:4]1)C.[H-].[H-].[H-].[H-].[Li+].[Al+3].O.[OH-].[Na+], predict the reaction product. The product is: [OH:17][CH2:16][C@H:3]1[CH2:8][CH2:7][CH2:6][N:5]([C:9]([O:11][C:12]([CH3:15])([CH3:14])[CH3:13])=[O:10])[CH2:4]1. (3) Given the reactants [F:1][C:2]1[C:3]([F:25])=[C:4]([F:24])[C:5]2[S:9][C:8]([NH:10][C:11](=[O:22])[C:12]3[CH:17]=[CH:16][CH:15]=[C:14]([C:18]([F:21])([F:20])[F:19])[CH:13]=3)=[N:7][C:6]=2[CH:23]=1.FC(F)(F)C1C=[C:30](C=CC=1)[C:31](Cl)=[O:32].FC1C2N=C(NC(=[O:58])C3C=CC(C)=CC=3)SC=2C=C(F)C=1.C1(C)C=CC(C(Cl)=O)=CC=1, predict the reaction product. The product is: [F:1][C:2]1[C:3]([F:25])=[C:4]([F:24])[C:5]2[S:9][C:8](=[N:10][C:11](=[O:22])[C:12]3[CH:17]=[CH:16][CH:15]=[C:14]([C:18]([F:21])([F:19])[F:20])[CH:13]=3)[N:7]([CH2:30][C:31]([OH:32])=[O:58])[C:6]=2[CH:23]=1. (4) Given the reactants [OH:1][CH2:2][C:3]([NH:6][C:7]([C:9]1[C:17]2[C:12](=[N:13][CH:14]=[C:15]([NH:18][C:19]3[CH:20]=[N:21][N:22]([CH3:24])[CH:23]=3)[N:16]=2)[N:11](COCC[Si](C)(C)C)[CH:10]=1)=[O:8])([CH3:5])[CH3:4].FC(F)(F)C(O)=O, predict the reaction product. The product is: [OH:1][CH2:2][C:3]([NH:6][C:7]([C:9]1[C:17]2[C:12](=[N:13][CH:14]=[C:15]([NH:18][C:19]3[CH:20]=[N:21][N:22]([CH3:24])[CH:23]=3)[N:16]=2)[NH:11][CH:10]=1)=[O:8])([CH3:5])[CH3:4]. (5) Given the reactants CC(C)([O-])C.[K+].Br[CH2:8][C:9]([O:11][C:12]([CH3:15])([CH3:14])[CH3:13])=[O:10].[OH:16][C:17]1[CH:24]=[CH:23][C:20]([CH:21]=[O:22])=[CH:19][CH:18]=1.O, predict the reaction product. The product is: [CH:21]([C:20]1[CH:23]=[CH:24][C:17]([O:16][CH2:8][C:9]([O:11][C:12]([CH3:15])([CH3:14])[CH3:13])=[O:10])=[CH:18][CH:19]=1)=[O:22]. (6) Given the reactants O.O.[Sn](Cl)Cl.[CH3:6][O:7][C:8]([C:10]1[S:11][C:12]([Br:18])=[CH:13][C:14]=1[N+:15]([O-])=O)=[O:9], predict the reaction product. The product is: [CH3:6][O:7][C:8]([C:10]1[S:11][C:12]([Br:18])=[CH:13][C:14]=1[NH2:15])=[O:9].